From a dataset of Forward reaction prediction with 1.9M reactions from USPTO patents (1976-2016). Predict the product of the given reaction. The product is: [Cl:1][C:2]1[C:7]([CH2:8][OH:9])=[CH:6][N:5]=[C:4]([S:13][CH3:14])[N:3]=1. Given the reactants [Cl:1][C:2]1[C:7]([C:8](OCC)=[O:9])=[CH:6][N:5]=[C:4]([S:13][CH3:14])[N:3]=1.[H-].C([Al+]CC(C)C)C(C)C.[C@H](O)(C([O-])=O)[C@@H](O)C([O-])=O.[Na+].[K+], predict the reaction product.